From a dataset of NCI-60 drug combinations with 297,098 pairs across 59 cell lines. Regression. Given two drug SMILES strings and cell line genomic features, predict the synergy score measuring deviation from expected non-interaction effect. (1) Drug 1: C1=NC2=C(N=C(N=C2N1C3C(C(C(O3)CO)O)F)Cl)N. Drug 2: CC(C)NC(=O)C1=CC=C(C=C1)CNNC.Cl. Cell line: MOLT-4. Synergy scores: CSS=32.3, Synergy_ZIP=0.0555, Synergy_Bliss=0.0992, Synergy_Loewe=-62.8, Synergy_HSA=-1.63. (2) Drug 1: CS(=O)(=O)C1=CC(=C(C=C1)C(=O)NC2=CC(=C(C=C2)Cl)C3=CC=CC=N3)Cl. Drug 2: C1=C(C(=O)NC(=O)N1)N(CCCl)CCCl. Cell line: M14. Synergy scores: CSS=18.8, Synergy_ZIP=4.16, Synergy_Bliss=2.48, Synergy_Loewe=-11.3, Synergy_HSA=-0.592.